Dataset: Forward reaction prediction with 1.9M reactions from USPTO patents (1976-2016). Task: Predict the product of the given reaction. (1) Given the reactants CC1(C)C(C)(C)OB([C:9]2[CH:10]=[C:11]([CH:25]=[CH:26][CH:27]=2)[CH2:12][O:13][C:14]2[CH:19]=[CH:18][CH:17]=[CH:16][C:15]=2[CH2:20][C:21]([O:23][CH3:24])=[O:22])O1.Br[C:30]1[CH:31]=[C:32]([C@H:37]([NH:40][C:41](=[O:47])[O:42][C:43]([CH3:46])([CH3:45])[CH3:44])[CH2:38][OH:39])[CH:33]=[C:34]([Cl:36])[CH:35]=1.[O-]P([O-])([O-])=O.[K+].[K+].[K+].C(Cl)Cl, predict the reaction product. The product is: [C:43]([O:42][C:41]([NH:40][C@@H:37]([C:32]1[CH:31]=[C:30]([C:9]2[CH:27]=[CH:26][CH:25]=[C:11]([CH2:12][O:13][C:14]3[CH:19]=[CH:18][CH:17]=[CH:16][C:15]=3[CH2:20][C:21]([O:23][CH3:24])=[O:22])[CH:10]=2)[CH:35]=[C:34]([Cl:36])[CH:33]=1)[CH2:38][OH:39])=[O:47])([CH3:46])([CH3:44])[CH3:45]. (2) Given the reactants [O:1]=[C:2]1[C:7]2=[CH:8][C:9]3[CH:10]=[CH:11][C:12]([C:15]([O:17]CC)=[O:16])=[CH:13][C:14]=3[N:6]2[C:5]2([CH2:22][CH2:21][CH2:20]2)[CH2:4][NH:3]1.CO.[OH-].[Na+].Cl, predict the reaction product. The product is: [O:1]=[C:2]1[C:7]2=[CH:8][C:9]3[CH:10]=[CH:11][C:12]([C:15]([OH:17])=[O:16])=[CH:13][C:14]=3[N:6]2[C:5]2([CH2:20][CH2:21][CH2:22]2)[CH2:4][NH:3]1. (3) The product is: [ClH:1].[NH2:9][CH2:10][C@H:11]1[CH2:12][CH2:13][C@H:14]([C:17]([NH:19][C@H:20]([C:41]([NH:43][C:44]2[CH:45]=[CH:46][C:47]([C:50]3[NH:54][N:53]=[C:52]([C:55]([F:65])([F:66])[C:56]([F:63])([F:64])[C:57]([F:61])([F:62])[C:58]([OH:60])=[O:59])[N:51]=3)=[CH:48][CH:49]=2)=[O:42])[CH2:21][C:22]2[CH:27]=[CH:26][CH:25]=[C:24]([C:28]3[CH:29]=[N:30][C:31]([O:34][CH2:35][CH2:36][CH2:37][N:38]([CH3:39])[CH3:40])=[CH:32][CH:33]=3)[CH:23]=2)=[O:18])[CH2:15][CH2:16]1. Given the reactants [ClH:1].C(OC([NH:9][CH2:10][C@H:11]1[CH2:16][CH2:15][C@H:14]([C:17]([NH:19][C@H:20]([C:41]([NH:43][C:44]2[CH:49]=[CH:48][C:47]([C:50]3[NH:54][N:53]=[C:52]([C:55]([F:66])([F:65])[C:56]([F:64])([F:63])[C:57]([F:62])([F:61])[C:58]([OH:60])=[O:59])[N:51]=3)=[CH:46][CH:45]=2)=[O:42])[CH2:21][C:22]2[CH:27]=[CH:26][CH:25]=[C:24]([C:28]3[CH:29]=[N:30][C:31]([O:34][CH2:35][CH2:36][CH2:37][N:38]([CH3:40])[CH3:39])=[CH:32][CH:33]=3)[CH:23]=2)=[O:18])[CH2:13][CH2:12]1)=O)(C)(C)C, predict the reaction product. (4) Given the reactants [Cl:1][C:2]1[CH:3]=[C:4]([CH2:12][C:13]([O:15][CH3:16])=[O:14])[CH:5]=[CH:6][C:7]=1[C:8](=[N:10][OH:11])[NH2:9].CCN=C=NCCCN(C)C.C1C=CC2N(O)N=NC=2C=1.[Cl:38][C:39]1[C:40]2[N:41]([CH:49]=[C:50]([C:52](O)=O)[N:51]=2)[CH:42]=[C:43]([C:45]([F:48])([F:47])[F:46])[CH:44]=1, predict the reaction product. The product is: [Cl:1][C:2]1[CH:3]=[C:4]([CH2:12][C:13]([O:15][CH3:16])=[O:14])[CH:5]=[CH:6][C:7]=1[C:8]1[N:9]=[C:52]([C:50]2[N:51]=[C:40]3[C:39]([Cl:38])=[CH:44][C:43]([C:45]([F:46])([F:47])[F:48])=[CH:42][N:41]3[CH:49]=2)[O:11][N:10]=1. (5) Given the reactants [N:1]1[C:10]2[C:5](=[CH:6][N:7]=[CH:8][CH:9]=2)[CH:4]=[CH:3][C:2]=1[C:11]([OH:13])=O.O.ON1C2C=CC=CC=2N=N1.[F:25][C:26]([F:36])([F:35])[C:27]1[CH:34]=[CH:33][CH:32]=[CH:31][C:28]=1[CH2:29][NH2:30], predict the reaction product. The product is: [F:25][C:26]([F:35])([F:36])[C:27]1[CH:34]=[CH:33][CH:32]=[CH:31][C:28]=1[CH2:29][NH:30][C:11]([C:2]1[CH:3]=[CH:4][C:5]2[C:10](=[CH:9][CH:8]=[N:7][CH:6]=2)[N:1]=1)=[O:13]. (6) Given the reactants [NH2:1][CH2:2][C:3]([O:5][C:6]([CH3:9])([CH3:8])[CH3:7])=[O:4].CCN(C(C)C)C(C)C.[CH2:19]([O:21][C:22](=[O:44])[C@@H:23]([CH3:43])[CH2:24][CH:25]([N:40]=[C:41]=[O:42])[CH2:26][C:27]1[CH:32]=[CH:31][C:30]([C:33]2[CH:38]=[CH:37][CH:36]=[C:35]([Cl:39])[CH:34]=2)=[CH:29][CH:28]=1)[CH3:20], predict the reaction product. The product is: [CH2:19]([O:21][C:22](=[O:44])[C@@H:23]([CH3:43])[CH2:24][CH:25]([NH:40][C:41]([NH:1][CH2:2][C:3]([O:5][C:6]([CH3:9])([CH3:8])[CH3:7])=[O:4])=[O:42])[CH2:26][C:27]1[CH:32]=[CH:31][C:30]([C:33]2[CH:38]=[CH:37][CH:36]=[C:35]([Cl:39])[CH:34]=2)=[CH:29][CH:28]=1)[CH3:20]. (7) Given the reactants [Si]([O:8][C@H:9]([CH:33]1[CH2:37][CH:36]([O:38]CCC)[CH2:35][N:34]1C(OC(C)(C)C)=O)[C@@H:10]([NH:20][C:21](=[O:32])[C:22]1[CH:27]=[CH:26][CH:25]=[C:24](C(OC)=O)[CH:23]=1)[CH2:11][C:12]1[CH:17]=[C:16]([F:18])[CH:15]=[C:14]([F:19])[CH:13]=1)(C(C)(C)C)(C)C.[CH3:49][O:50][C:51]([C:53]1[CH:54]=[C:55]([CH:59]=CC=1)C(O)=O)=O.CCN([CH:68]([CH3:70])[CH3:69])C(C)C.C[N:72]([C:74]([O:78]N1N=NC2C=CC=NC1=2)=[N+](C)C)C.F[P-](F)(F)(F)(F)F.N[C@@H](CC1C=C(F)C=C(F)C=1)[C@@H]([C@H]1C[C@@H](OCCC)CN1C(OC(C)(C)C)=O)O[Si](C(C)(C)C)(C)C, predict the reaction product. The product is: [F:18][C:16]1[CH:17]=[C:12]([CH2:11][C@H:10]([NH:20][C:21](=[O:32])[C:22]2[CH:27]=[CH:26][CH:25]=[C:24]([C:74]([N:72]3[CH2:59][CH2:55][CH2:54][C@@H:53]3[CH2:51][O:50][CH3:49])=[O:78])[CH:23]=2)[C@H:9]([OH:8])[C@H:33]2[CH2:37][C@@H:36]([O:38][CH2:70][CH2:68][CH3:69])[CH2:35][NH:34]2)[CH:13]=[C:14]([F:19])[CH:15]=1.